From a dataset of Peptide-MHC class I binding affinity with 185,985 pairs from IEDB/IMGT. Regression. Given a peptide amino acid sequence and an MHC pseudo amino acid sequence, predict their binding affinity value. This is MHC class I binding data. (1) The peptide sequence is KTKETNRIY. The MHC is HLA-A30:01 with pseudo-sequence HLA-A30:01. The binding affinity (normalized) is 0.780. (2) The peptide sequence is AIRAGYSIV. The MHC is HLA-A30:01 with pseudo-sequence HLA-A30:01. The binding affinity (normalized) is 0.967. (3) The peptide sequence is GMMRWCMPV. The MHC is HLA-B27:20 with pseudo-sequence HLA-B27:20. The binding affinity (normalized) is 1.00. (4) The peptide sequence is SLFYTFAISY. The MHC is HLA-A31:01 with pseudo-sequence HLA-A31:01. The binding affinity (normalized) is 0.199. (5) The peptide sequence is FANYKFTLV. The MHC is HLA-A02:06 with pseudo-sequence HLA-A02:06. The binding affinity (normalized) is 1.00. (6) The peptide sequence is YTGNYQCGHY. The MHC is HLA-A30:02 with pseudo-sequence HLA-A30:02. The binding affinity (normalized) is 0.987. (7) The peptide sequence is TLFYCDERDA. The MHC is HLA-A02:01 with pseudo-sequence HLA-A02:01. The binding affinity (normalized) is 0.494.